This data is from NCI-60 drug combinations with 297,098 pairs across 59 cell lines. The task is: Regression. Given two drug SMILES strings and cell line genomic features, predict the synergy score measuring deviation from expected non-interaction effect. Drug 1: C1=CC(=CC=C1CCC2=CNC3=C2C(=O)NC(=N3)N)C(=O)NC(CCC(=O)O)C(=O)O. Drug 2: CC(C)NC(=O)C1=CC=C(C=C1)CNNC.Cl. Cell line: SW-620. Synergy scores: CSS=2.47, Synergy_ZIP=-8.39, Synergy_Bliss=-13.9, Synergy_Loewe=-20.7, Synergy_HSA=-15.4.